Task: Predict the reactants needed to synthesize the given product.. Dataset: Full USPTO retrosynthesis dataset with 1.9M reactions from patents (1976-2016) (1) Given the product [CH:1]1([CH2:6][C@H:7]([CH2:28][N:29]([CH:38]=[O:39])[O:30][CH2:31][C:32]2[CH:37]=[CH:36][CH:35]=[CH:34][CH:33]=2)[C:8]([N:10]2[C@H:14]([C:15]([NH:69][C:70]3[CH:85]=[CH:84][C:73]([C:74]([O:76][CH2:77][C:78]4[CH:83]=[CH:82][CH:81]=[CH:80][CH:79]=4)=[O:75])=[CH:72][CH:71]=3)=[O:16])[CH2:13][CH2:12][N:11]2[C:18]([O:20][CH2:21][C:22]2[CH:27]=[CH:26][CH:25]=[CH:24][CH:23]=2)=[O:19])=[O:9])[CH2:2][CH2:3][CH2:4][CH2:5]1, predict the reactants needed to synthesize it. The reactants are: [CH:1]1([CH2:6][C@H:7]([CH2:28][N:29]([CH:38]=[O:39])[O:30][CH2:31][C:32]2[CH:37]=[CH:36][CH:35]=[CH:34][CH:33]=2)[C:8]([N:10]2[C@H:14]([C:15](O)=[O:16])[CH2:13][CH2:12][N:11]2[C:18]([O:20][CH2:21][C:22]2[CH:27]=[CH:26][CH:25]=[CH:24][CH:23]=2)=[O:19])=[O:9])[CH2:5][CH2:4][CH2:3][CH2:2]1.CN1CCOCC1.F[B-](F)(F)F.COC1N=C(OC)N=C([N+]2(C)CCOCC2)N=1.[NH2:69][C:70]1[CH:85]=[CH:84][C:73]([C:74]([O:76][CH2:77][C:78]2[CH:83]=[CH:82][CH:81]=[CH:80][CH:79]=2)=[O:75])=[CH:72][CH:71]=1. (2) The reactants are: [Br:1][C:2]1[C:10]2[C:5](=[N:6][CH:7]=[N:8][C:9]=2Cl)[NH:4][N:3]=1.[CH:12]([O:15][C:16]1[CH:24]=[C:23]2[C:19]([CH:20]=[N:21][NH:22]2)=[CH:18][C:17]=1[NH2:25])([CH3:14])[CH3:13]. Given the product [Br:1][C:2]1[C:10]2[C:5](=[N:6][CH:7]=[N:8][C:9]=2[NH:25][C:17]2[CH:18]=[C:19]3[C:23](=[CH:24][C:16]=2[O:15][CH:12]([CH3:14])[CH3:13])[NH:22][N:21]=[CH:20]3)[NH:4][N:3]=1, predict the reactants needed to synthesize it. (3) Given the product [F:27][C:28]1[CH:3]=[CH:2][C:1]([CH2:4][N:5]2[C:10](=[O:11])[C:9]([CH2:12][O:13][S:14]([CH3:17])(=[O:16])=[O:15])=[CH:8][C:7]([C:18]3[CH:19]=[CH:20][C:21]4[O:25][CH2:24][CH2:23][C:22]=4[CH:26]=3)=[N:6]2)=[CH:30][CH:29]=1, predict the reactants needed to synthesize it. The reactants are: [CH:1]1([CH2:4][N:5]2[C:10](=[O:11])[C:9]([CH2:12][O:13][S:14]([CH3:17])(=[O:16])=[O:15])=[CH:8][C:7]([C:18]3[CH:19]=[CH:20][C:21]4[O:25][CH2:24][CH2:23][C:22]=4[CH:26]=3)=[N:6]2)[CH2:3][CH2:2]1.[F:27][C:28]1C=CC(CN2C(=O)C(CO)=CC(C3C=CC4OCCC=4C=3)=N2)=[CH:30][CH:29]=1. (4) Given the product [CH3:1][C:2]1[C:3]([O:10][C@@H:11]2[CH2:16][CH2:15][C@@H:14]([CH3:17])[N:13]([C:26]([C:25]3[CH:29]=[CH:30][CH:31]=[CH:32][C:24]=3[C:19]3[N:18]=[CH:23][CH:22]=[CH:21][N:20]=3)=[O:27])[CH2:12]2)=[N:4][CH:5]=[CH:6][C:7]=1[C:8]#[N:9], predict the reactants needed to synthesize it. The reactants are: [CH3:1][C:2]1[C:3]([O:10][C@@H:11]2[CH2:16][CH2:15][C@@H:14]([CH3:17])[NH:13][CH2:12]2)=[N:4][CH:5]=[CH:6][C:7]=1[C:8]#[N:9].[N:18]1[CH:23]=[CH:22][CH:21]=[N:20][C:19]=1[C:24]1[CH:32]=[CH:31][CH:30]=[CH:29][C:25]=1[C:26](O)=[O:27].CCN(C(C)C)C(C)C.C(P1(=O)OP(=O)(CCC)OP(=O)(CCC)O1)CC. (5) Given the product [C:6]([O:11][CH2:12][CH2:13][CH2:14][CH2:15][CH2:16][CH2:17][CH2:18][CH2:19][O:20][C:21](=[O:34])[C:22]1[CH:27]=[C:26]([NH2:28])[CH:25]=[C:24]([NH2:31])[CH:23]=1)(=[O:10])[C:7]([CH3:9])=[CH2:8], predict the reactants needed to synthesize it. The reactants are: O1CCCC1.[C:6]([O:11][CH2:12][CH2:13][CH2:14][CH2:15][CH2:16][CH2:17][CH2:18][CH2:19][O:20][C:21](=[O:34])[C:22]1[CH:27]=[C:26]([N+:28]([O-])=O)[CH:25]=[C:24]([N+:31]([O-])=O)[CH:23]=1)(=[O:10])[C:7]([CH3:9])=[CH2:8].[OH-].[Na+].